Dataset: Reaction yield outcomes from USPTO patents with 853,638 reactions. Task: Predict the reaction yield, written as a fraction of the theoretical maximum amount of product (1.0 means a 100% yield; for example, 0.34 means a 34% yield). (1) The product is [CH3:16][O:5][C:4](=[O:6])[C:3]1[CH:7]=[CH:8][CH:9]=[N:10][C:2]=1[OH:1]. The yield is 0.840. The catalyst is CO. The reactants are [OH:1][C:2]1[N:10]=[CH:9][CH:8]=[CH:7][C:3]=1[C:4]([OH:6])=[O:5].S(=O)(=O)(O)O.[C:16]1(C)C=CC=CC=1.C(=O)([O-])[O-].[K+].[K+]. (2) The reactants are [CH:1]1([CH2:6][CH:7]([C:11]2[CH:16]=[CH:15][C:14]([S:17]([CH3:20])(=[O:19])=[O:18])=[CH:13][CH:12]=2)[C:8]([OH:10])=O)[CH2:5][CH2:4][CH2:3][CH2:2]1.C(Cl)(=O)C(Cl)=O.C(N(CC)C(C)C)(C)C.[NH2:36][C:37]1[CH:46]=[CH:45][C:44]2[C:39](=[CH:40][CH:41]=[CH:42][CH:43]=2)[N:38]=1. The catalyst is C(Cl)Cl.CN(C)C=O.O1CCCC1. The product is [CH:1]1([CH2:6][CH:7]([C:11]2[CH:16]=[CH:15][C:14]([S:17]([CH3:20])(=[O:19])=[O:18])=[CH:13][CH:12]=2)[C:8]([NH:36][C:37]2[CH:46]=[CH:45][C:44]3[C:39](=[CH:40][CH:41]=[CH:42][CH:43]=3)[N:38]=2)=[O:10])[CH2:2][CH2:3][CH2:4][CH2:5]1. The yield is 0.680.